From a dataset of Reaction yield outcomes from USPTO patents with 853,638 reactions. Predict the reaction yield, written as a fraction of the theoretical maximum amount of product (1.0 means a 100% yield; for example, 0.34 means a 34% yield). (1) The reactants are [Cl:1][C:2]1[CH:3]=[C:4]([N:9]2[C@@H:13]([CH3:14])[C@H:12]([OH:15])[C:11]([F:17])([F:16])[C:10]2=[O:18])[CH:5]=[CH:6][C:7]=1I.O.[CH3:20][N:21](C=O)C. The catalyst is [C-]#N.[Zn+2].[C-]#N.C1C=CC([P]([Pd]([P](C2C=CC=CC=2)(C2C=CC=CC=2)C2C=CC=CC=2)([P](C2C=CC=CC=2)(C2C=CC=CC=2)C2C=CC=CC=2)[P](C2C=CC=CC=2)(C2C=CC=CC=2)C2C=CC=CC=2)(C2C=CC=CC=2)C2C=CC=CC=2)=CC=1. The product is [Cl:1][C:2]1[CH:3]=[C:4]([N:9]2[C@@H:13]([CH3:14])[C@H:12]([OH:15])[C:11]([F:17])([F:16])[C:10]2=[O:18])[CH:5]=[CH:6][C:7]=1[C:20]#[N:21]. The yield is 0.900. (2) The reactants are S([N:11]1[C:15]2[N:16]=[CH:17][C:18]3[N:19]([C:20]([C@@H:23]4[CH2:28][CH2:27][CH2:26][N:25](C(OCC5C6C=CC=CC=6C6C5=CC=CC=6)=O)[CH2:24]4)=[CH:21][N:22]=3)[C:14]=2[CH:13]=[CH:12]1)(C1C=CC(C)=CC=1)(=O)=O.[OH-].[Na+].Cl.[C:49]([C:51]1([C:54]([OH:56])=O)[CH2:53][CH2:52]1)#[N:50].CN(C(ON1N=NC2C=CC=NC1=2)=[N+](C)C)C.F[P-](F)(F)(F)(F)F.CCN(C(C)C)C(C)C. The catalyst is O1CCOCC1.CN(C=O)C. The product is [CH:13]1[C:14]2[N:19]3[C:20]([C@@H:23]4[CH2:28][CH2:27][CH2:26][N:25]([C:54]([C:51]5([C:49]#[N:50])[CH2:53][CH2:52]5)=[O:56])[CH2:24]4)=[CH:21][N:22]=[C:18]3[CH:17]=[N:16][C:15]=2[NH:11][CH:12]=1. The yield is 0.0900. (3) The reactants are [CH2:1]([N:3]1[CH2:8][CH2:7][N:6]2[N:9]=[C:10]([N+:12]([O-])=O)[CH:11]=[C:5]2[CH2:4]1)[CH3:2].[H][H]. The catalyst is [Pd].CO. The product is [CH2:1]([N:3]1[CH2:8][CH2:7][N:6]2[N:9]=[C:10]([NH2:12])[CH:11]=[C:5]2[CH2:4]1)[CH3:2]. The yield is 0.840. (4) The reactants are [CH2:1]([O:8][C:9]([NH:11][C@@H:12]([CH2:16][CH2:17][CH2:18][NH:19][CH:20]1[CH2:25][CH2:24][N:23]([C:26]([O:28][C:29]([CH3:32])([CH3:31])[CH3:30])=[O:27])[CH2:22][CH2:21]1)[C:13](O)=[O:14])=[O:10])[C:2]1[CH:7]=[CH:6][CH:5]=[CH:4][CH:3]=1.Cl.C(N=C=NCCCN(C)C)C.C(N(C(C)C)C(C)C)C. The catalyst is CN(C=O)C. The product is [CH2:1]([O:8][C:9]([NH:11][C@H:12]1[CH2:16][CH2:17][CH2:18][N:19]([CH:20]2[CH2:21][CH2:22][N:23]([C:26]([O:28][C:29]([CH3:31])([CH3:32])[CH3:30])=[O:27])[CH2:24][CH2:25]2)[C:13]1=[O:14])=[O:10])[C:2]1[CH:7]=[CH:6][CH:5]=[CH:4][CH:3]=1. The yield is 0.608. (5) The reactants are [N+:1]([C:4]1[CH:5]=[C:6]([OH:10])[CH:7]=[CH:8][CH:9]=1)([O-:3])=[O:2].[H-].[Na+].I[C:14]1[CH:19]=[N:18][CH:17]=[CH:16][N:15]=1. The catalyst is CS(C)=O. The product is [N+:1]([C:4]1[CH:5]=[C:6]([CH:7]=[CH:8][CH:9]=1)[O:10][C:14]1[CH:19]=[N:18][CH:17]=[CH:16][N:15]=1)([O-:3])=[O:2]. The yield is 0.610. (6) The reactants are [C:1]([O:5][C:6]([CH:8]1[CH2:14][CH2:13][C:12]2[CH:15]=[CH:16][C:17]([O:19][CH3:20])=[CH:18][C:11]=2[NH:10][C:9]1=[O:21])=[O:7])([CH3:4])([CH3:3])[CH3:2].[F:22][C:23]1[CH:24]=[C:25]([CH:28]=[CH:29][CH:30]=1)[CH2:26]Br.C([O-])([O-])=O.[Cs+].[Cs+]. The catalyst is C(#N)C. The product is [C:1]([O:5][C:6]([CH:8]1[CH2:14][CH2:13][C:12]2[CH:15]=[CH:16][C:17]([O:19][CH3:20])=[CH:18][C:11]=2[N:10]([CH2:26][C:25]2[CH:28]=[CH:29][CH:30]=[C:23]([F:22])[CH:24]=2)[C:9]1=[O:21])=[O:7])([CH3:4])([CH3:3])[CH3:2]. The yield is 0.770.